This data is from Reaction yield outcomes from USPTO patents with 853,638 reactions. The task is: Predict the reaction yield, written as a fraction of the theoretical maximum amount of product (1.0 means a 100% yield; for example, 0.34 means a 34% yield). (1) The reactants are Cl.[CH3:2][N:3]1[C:11]2[C:6](=[CH:7][C:8]([N+:12]([O-])=O)=[CH:9][CH:10]=2)[CH:5]=[N:4]1. The catalyst is [Fe].C(O)C.O. The product is [CH3:2][N:3]1[C:11]2[C:6](=[CH:7][C:8]([NH2:12])=[CH:9][CH:10]=2)[CH:5]=[N:4]1. The yield is 0.710. (2) The reactants are C[O:2][C:3](=[O:32])[CH2:4][C:5]1[CH:10]=[CH:9][C:8]([C:11]#[C:12][C:13]2[CH:22]=[C:21]([CH:23]=[CH2:24])[C:20]3[CH:19]([N:25]([CH:27]4[CH2:29][CH2:28]4)[CH3:26])[CH2:18][CH2:17][C:16]([CH3:31])([CH3:30])[C:15]=3[CH:14]=2)=[CH:7][CH:6]=1.[OH-].[Li+]. The catalyst is CO.O1CCCC1. The product is [CH:27]1([N:25]([CH3:26])[CH:19]2[CH2:18][CH2:17][C:16]([CH3:31])([CH3:30])[C:15]3[CH:14]=[C:13]([C:12]#[C:11][C:8]4[CH:7]=[CH:6][C:5]([CH2:4][C:3]([OH:32])=[O:2])=[CH:10][CH:9]=4)[CH:22]=[C:21]([CH:23]=[CH2:24])[C:20]2=3)[CH2:28][CH2:29]1. The yield is 0.960. (3) The reactants are [F:1][C:2]1[CH:7]=[CH:6][C:5]([C:8]2[S:9][CH:10]=[C:11]([CH2:13][CH2:14][NH2:15])[N:12]=2)=[CH:4][CH:3]=1.[F:16][C:17]([F:33])([F:32])[C:18]1[O:22][N:21]=[C:20]([C:23]2[CH:24]=[C:25]([CH:29]=[CH:30][CH:31]=2)[C:26](O)=[O:27])[N:19]=1. No catalyst specified. The product is [F:1][C:2]1[CH:3]=[CH:4][C:5]([C:8]2[S:9][CH:10]=[C:11]([CH2:13][CH2:14][NH:15][C:26](=[O:27])[C:25]3[CH:29]=[CH:30][CH:31]=[C:23]([C:20]4[N:19]=[C:18]([C:17]([F:33])([F:32])[F:16])[O:22][N:21]=4)[CH:24]=3)[N:12]=2)=[CH:6][CH:7]=1. The yield is 0.450. (4) The reactants are [Br:1][C:2]1[CH:3]=[C:4]2[C:8](=[CH:9][CH:10]=1)[NH:7][C:6](=[O:11])[CH2:5]2.[CH2:12]([N:14]([CH2:37][CH3:38])[CH2:15][CH2:16][CH2:17][NH:18][C:19]([C:21]1[C:25]([C:26]2[CH:31]=[CH:30][CH:29]=[CH:28][CH:27]=2)=[C:24]([CH:32]=O)[NH:23][C:22]=1[CH:34]([CH3:36])[CH3:35])=[O:20])[CH3:13]. No catalyst specified. The product is [CH2:37]([N:14]([CH2:12][CH3:13])[CH2:15][CH2:16][CH2:17][NH:18][C:19]([C:21]1[C:25]([C:26]2[CH:31]=[CH:30][CH:29]=[CH:28][CH:27]=2)=[C:24]([CH:32]=[C:5]2[C:4]3[C:8](=[CH:9][CH:10]=[C:2]([Br:1])[CH:3]=3)[NH:7][C:6]2=[O:11])[NH:23][C:22]=1[CH:34]([CH3:36])[CH3:35])=[O:20])[CH3:38]. The yield is 0.710. (5) The reactants are ClC(Cl)(O[C:5](=[O:11])OC(Cl)(Cl)Cl)Cl.[CH3:13][N:14]1[CH:19]2[CH2:20][CH2:21][CH:15]1[CH2:16][CH:17]([O:22][C:23]1[N:28]=[C:27]([N:29]3[CH2:34][CH2:33][O:32][CH2:31][CH2:30]3)[N:26]=[C:25]([C:35]3[CH:40]=[CH:39][C:38]([NH2:41])=[CH:37][CH:36]=3)[N:24]=1)[CH2:18]2.[NH2:42][C:43]1[CH:51]=[CH:50][C:46]([C:47]([NH2:49])=[O:48])=[CH:45][CH:44]=1.CCN(CC)CC. The catalyst is C(Cl)Cl. The product is [CH3:13][N:14]1[CH:15]2[CH2:21][CH2:20][CH:19]1[CH2:18][CH:17]([O:22][C:23]1[N:28]=[C:27]([N:29]3[CH2:30][CH2:31][O:32][CH2:33][CH2:34]3)[N:26]=[C:25]([C:35]3[CH:36]=[CH:37][C:38]([NH:41][C:5](=[O:11])[NH:42][C:43]4[CH:51]=[CH:50][C:46]([C:47]([NH2:49])=[O:48])=[CH:45][CH:44]=4)=[CH:39][CH:40]=3)[N:24]=1)[CH2:16]2. The yield is 0.150. (6) The reactants are [F:8][C:7]([F:10])([F:9])[C:6](O[C:6](=[O:11])[C:7]([F:10])([F:9])[F:8])=[O:11].[Br:14][C:15]1[CH:21]=[CH:20][C:18]([NH2:19])=[CH:17][C:16]=1[F:22].[N+:23]([O-])([O-:25])=[O:24].[K+]. No catalyst specified. The product is [Br:14][C:15]1[C:16]([F:22])=[CH:17][C:18]([NH:19][C:6](=[O:11])[C:7]([F:8])([F:9])[F:10])=[C:20]([N+:23]([O-:25])=[O:24])[CH:21]=1. The yield is 1.00. (7) The reactants are [CH2:1]([CH:3]([CH2:10][CH2:11][CH2:12][CH3:13])[CH2:4][C:5]1[CH:9]=[CH:8][S:7][CH:6]=1)[CH3:2].[Br:14]N1C(=O)CCC1=O. The catalyst is C1COCC1. The product is [Br:14][C:6]1[S:7][CH:8]=[CH:9][C:5]=1[CH2:4][CH:3]([CH2:1][CH3:2])[CH2:10][CH2:11][CH2:12][CH3:13]. The yield is 0.930.